From a dataset of Forward reaction prediction with 1.9M reactions from USPTO patents (1976-2016). Predict the product of the given reaction. (1) Given the reactants N1(S([C:10]2[CH:20]=[CH:19][C:13]3[O:14][CH2:15][C:16](=[O:18])[NH:17][C:12]=3[CH:11]=2)(=O)=O)CCCCC1.O[C:22]1[CH:27]=[CH:26][C:25](S(Cl)(=O)=O)=[CH:24][C:23]=1[N+]([O-])=O.[NH:35]1[CH2:40][CH2:39][CH2:38][CH2:37][CH2:36]1.C(N(CC)CC)C.Br[CH2:49][C:50](OC)=[O:51], predict the reaction product. The product is: [C:22]1([CH:38]2[CH2:39][CH2:40][N:35]([CH2:49][C:50]([C:10]3[CH:20]=[CH:19][C:13]4[O:14][CH2:15][C:16](=[O:18])[NH:17][C:12]=4[CH:11]=3)=[O:51])[CH2:36][CH2:37]2)[CH:27]=[CH:26][CH:25]=[CH:24][CH:23]=1. (2) Given the reactants [S:1]1[C:5]2=[CH:6][CH:7]=[CH:8][C:9]([NH2:10])=[C:4]2[N:3]=[N:2]1.C1C(=O)N([Br:18])C(=O)C1, predict the reaction product. The product is: [Br:18][C:6]1[CH:7]=[CH:8][C:9]([NH2:10])=[C:4]2[C:5]=1[S:1][N:2]=[N:3]2.